Dataset: Catalyst prediction with 721,799 reactions and 888 catalyst types from USPTO. Task: Predict which catalyst facilitates the given reaction. Reactant: [F:1][C:2]1[CH:7]=[CH:6][C:5]([C:8]2[C:17]([OH:18])=[CH:16][C:15]3[C:10](=[CH:11][CH:12]=[CH:13][CH:14]=3)[N:9]=2)=[CH:4][CH:3]=1.Cl[C:20]1[C:29]2[C:24](=[CH:25][C:26]([O:32][CH3:33])=[C:27]([O:30][CH3:31])[CH:28]=2)[N:23]=[CH:22][CH:21]=1.O. Product: [F:1][C:2]1[CH:7]=[CH:6][C:5]([C:8]2[C:17]([O:18][C:20]3[C:29]4[C:24](=[CH:25][C:26]([O:32][CH3:33])=[C:27]([O:30][CH3:31])[CH:28]=4)[N:23]=[CH:22][CH:21]=3)=[CH:16][C:15]3[C:10](=[CH:11][CH:12]=[CH:13][CH:14]=3)[N:9]=2)=[CH:4][CH:3]=1. The catalyst class is: 420.